From a dataset of Experimentally validated miRNA-target interactions with 360,000+ pairs, plus equal number of negative samples. Binary Classification. Given a miRNA mature sequence and a target amino acid sequence, predict their likelihood of interaction. (1) The miRNA is mmu-miR-96-3p with sequence CAAUCAUGUGUAGUGCCAAUAU. The protein sequence of the target gene is MMAYMNPGPHYSVNALALSGPNVDLMHQAVPYSSAPRKQRRERTTFTRSQLEELEALFAKTQYPDVYAREEVALKINLPESRVQVWFKNRRAKCRQQRQQQKQQQQPPGAQTKARPAKRKAGTSPRPSTDVCTDPLGISDSYSPSLPGPSGSPTTAVATVSIWSPASEAPLPEAQRAGLVASGPSLTSAPYAMTYAPASAFCSSPSAYASPSSYFSGLDPYLSPMVPQLGGPALSPLSGPSVGPSLAQSPTSLSGQSYSTYSPVDSLEFKDPTGTWKFTYNPMDPLDYKDQSAWKFQIL. Result: 0 (no interaction). (2) Result: 1 (interaction). The miRNA is hsa-miR-30b-5p with sequence UGUAAACAUCCUACACUCAGCU. The protein sequence of the target gene is MNIDVEFHIRHNYPWNKLPANVRQSLGNSQREYEKQVVLYSIRNQLRYRNNLVKHVKKDERRYYEELLKYSRDHLMLYPYHLSDIMVKGLRITPFSYYTGIMEDIMNSEKSYDSLPNFTAADCLRLLGIGRNQYIDLMNQCRSSKKFFRRKTARDLLPIKPVEIAIEAWWVVQAGYITEDDIKICTLPEKCAVDKIIDSGPQLSGSLDYNVVHSLYNKGFIYLDVPISDDSCIAVPPLEGFVMNRVQGDYFETLLYKIFVSIDEHTNVAELANVLEIDLSLVKNAVSMYCRLGFAHKKGQ.... (3) The miRNA is mmu-miR-155-5p with sequence UUAAUGCUAAUUGUGAUAGGGGU. The protein sequence of the target gene is MKLCVTVLSLLMLVAAFCSPALSAPMGSDPPTACCFSYTARKLPRNFVVDYYETSSLCSQPAVVFQTKRSKQVCADPSESWVQEYVYDLELN. Result: 0 (no interaction).